This data is from Forward reaction prediction with 1.9M reactions from USPTO patents (1976-2016). The task is: Predict the product of the given reaction. Given the reactants [C:1]([O:5][C:6]([N:8]1[C:16]2[C:11](=[CH:12][C:13]([C:17](O)=O)=[CH:14][CH:15]=2)[CH:10]=[C:9]1[C:20]1[C:25]([F:26])=[CH:24][CH:23]=[CH:22][C:21]=1[Cl:27])=[O:7])([CH3:4])([CH3:3])[CH3:2].C(C1NC=CN=1)(C1NC=CN=1)=O.[CH3:40][NH:41][NH:42][C:43]([C:45]1[CH:46]=[N:47][CH:48]=[N:49][CH:50]=1)=[NH:44], predict the reaction product. The product is: [Cl:27][C:21]1[CH:22]=[CH:23][CH:24]=[C:25]([F:26])[C:20]=1[C:9]1[N:8]([C:6]([O:5][C:1]([CH3:3])([CH3:4])[CH3:2])=[O:7])[C:16]2[C:11]([CH:10]=1)=[CH:12][C:13]([C:17]1[N:41]([CH3:40])[N:42]=[C:43]([C:45]3[CH:50]=[N:49][CH:48]=[N:47][CH:46]=3)[N:44]=1)=[CH:14][CH:15]=2.